This data is from Full USPTO retrosynthesis dataset with 1.9M reactions from patents (1976-2016). The task is: Predict the reactants needed to synthesize the given product. (1) Given the product [O:11]=[C:4]1[C:5]2[C:10](=[CH:9][CH:8]=[CH:7][CH:6]=2)[C:2](=[O:1])[N:3]1[C@H:12]1[CH2:13][C:14]2[CH:26]=[CH:25][CH:24]=[C:16]([C:17]([OH:19])=[O:18])[C:15]=2[O:37][B:29]1[OH:30], predict the reactants needed to synthesize it. The reactants are: [O:1]=[C:2]1[C:10]2[C:5](=[CH:6][CH:7]=[CH:8][CH:9]=2)[C:4](=[O:11])[N:3]1[C@H:12]([B:29]1[O:37]C2C(C)(C3CC(C2)C3(C)C)[O:30]1)[CH2:13][C:14]1[C:15](OC)=[C:16]([CH:24]=[CH:25][CH:26]=1)[C:17]([O:19]C(C)(C)C)=[O:18].B(Cl)(Cl)Cl. (2) Given the product [C:1]([C:5]1[CH:6]=[C:7]([NH:27][C:28]([NH:30][C@@H:31]2[C:40]3[C:35](=[CH:36][CH:37]=[CH:38][CH:39]=3)[C@H:34]([O:41][C:42]3[CH:43]=[CH:44][C:45]4[N:46]([C:48]([N:51]5[CH2:56][CH2:55][CH2:54][CH2:53][CH2:52]5)=[N:49][N:50]=4)[CH:47]=3)[CH2:33][CH2:32]2)=[O:29])[N:8]([C:10]2[CH:15]=[CH:14][C:13]([Cl:16])=[C:12]([O:17][CH2:18][CH2:19][OH:20])[CH:11]=2)[N:9]=1)([CH3:4])([CH3:2])[CH3:3], predict the reactants needed to synthesize it. The reactants are: [C:1]([C:5]1[CH:6]=[C:7]([NH:27][C:28]([NH:30][C@@H:31]2[C:40]3[C:35](=[CH:36][CH:37]=[CH:38][CH:39]=3)[C@H:34]([O:41][C:42]3[CH:43]=[CH:44][C:45]4[N:46]([C:48]([N:51]5[CH2:56][CH2:55][CH2:54][CH2:53][CH2:52]5)=[N:49][N:50]=4)[CH:47]=3)[CH2:33][CH2:32]2)=[O:29])[N:8]([C:10]2[CH:15]=[CH:14][C:13]([Cl:16])=[C:12]([O:17][CH2:18][CH2:19][O:20]C3CCCCO3)[CH:11]=2)[N:9]=1)([CH3:4])([CH3:3])[CH3:2].C1(C)C=CC(S([O-])(=O)=O)=CC=1.[NH+]1C=CC=CC=1. (3) Given the product [Cl:1][C:2]1[CH:25]=[C:24]([Cl:26])[CH:23]=[CH:22][C:3]=1[C:4]([NH:6][CH:7]([C:10]1[CH:11]=[CH:12][C:13]([S:16]([CH2:19][CH2:20][CH3:21])(=[O:18])=[O:17])=[CH:14][CH:15]=1)[CH2:8][N:31]1[CH2:32][CH2:33][CH2:34][C@@H:30]1[CH2:29][O:28][CH3:27])=[O:5], predict the reactants needed to synthesize it. The reactants are: [Cl:1][C:2]1[CH:25]=[C:24]([Cl:26])[CH:23]=[CH:22][C:3]=1[C:4]([NH:6][CH:7]([C:10]1[CH:15]=[CH:14][C:13]([S:16]([CH2:19][CH2:20][CH3:21])(=[O:18])=[O:17])=[CH:12][CH:11]=1)[CH:8]=O)=[O:5].[CH3:27][O:28][CH2:29][C@H:30]1[CH2:34][CH2:33][CH2:32][NH:31]1.C(O[BH-](OC(=O)C)OC(=O)C)(=O)C.[Na+]. (4) Given the product [ClH:28].[NH2:7][CH:8]1[CH2:14][S:13][CH2:12][CH2:11][N:10]([CH2:15][C:16]2[CH:25]=[CH:24][C:23]3[C:18](=[CH:19][CH:20]=[CH:21][CH:22]=3)[CH:17]=2)[C:9]1=[O:26], predict the reactants needed to synthesize it. The reactants are: C(OC(=O)[NH:7][CH:8]1[CH2:14][S:13][CH2:12][CH2:11][N:10]([CH2:15][C:16]2[CH:25]=[CH:24][C:23]3[C:18](=[CH:19][CH:20]=[CH:21][CH:22]=3)[CH:17]=2)[C:9]1=[O:26])(C)(C)C.[ClH:28]. (5) Given the product [N:1]1([CH2:7][CH2:8][N:9]2[CH2:14][CH2:13][C:12](=[N:17][OH:18])[CH2:11][CH2:10]2)[CH2:6][CH2:5][O:4][CH2:3][CH2:2]1, predict the reactants needed to synthesize it. The reactants are: [N:1]1([CH2:7][CH2:8][N:9]2[CH2:14][CH2:13][C:12](=O)[CH2:11][CH2:10]2)[CH2:6][CH2:5][O:4][CH2:3][CH2:2]1.Cl.[NH2:17][OH:18]. (6) Given the product [CH3:1][C:2]1[S:3][C:4]([CH:8]2[CH:16]([C:15]([NH:32][C:31]3[CH:33]=[CH:34][CH:35]=[C:29]([O:28][CH3:27])[CH:30]=3)=[O:26])[C:17]3[C:18](=[CH:22][CH:23]=[CH:24][CH:25]=3)[C:19](=[O:21])[N:14]2[CH2:13][CH2:12][O:11][CH3:10])=[C:5]([CH3:7])[N:6]=1, predict the reactants needed to synthesize it. The reactants are: [CH3:1][C:2]1[S:3][C:4]([CH:8]=O)=[C:5]([CH3:7])[N:6]=1.[CH3:10][O:11][CH2:12][CH2:13][NH2:14].[C:15]1(=[O:26])[O:21][C:19](=O)[C:18]2=[CH:22][CH:23]=[CH:24][CH:25]=[C:17]2[CH2:16]1.[CH3:27][O:28][C:29]1[CH:30]=[C:31]([CH:33]=[CH:34][CH:35]=1)[NH2:32]. (7) The reactants are: [NH2:1][C:2]1[CH:3]=[C:4]([CH:8]=[C:9]([Cl:11])[CH:10]=1)[C:5]([OH:7])=[O:6].S(Cl)(Cl)=O.[CH3:16]O. Given the product [CH3:16][O:6][C:5](=[O:7])[C:4]1[CH:8]=[C:9]([Cl:11])[CH:10]=[C:2]([NH2:1])[CH:3]=1, predict the reactants needed to synthesize it. (8) Given the product [CH2:35]([N:3]([CH2:1][CH3:2])[CH2:4][CH2:5][CH2:6][C:7]1[CH:12]=[C:11]([F:13])[CH:10]=[CH:9][C:8]=1[S:14]([NH:17][C:18]1[C:27]([C:28]([OH:30])=[O:29])=[C:26]2[C:21]([C:22]3[CH:34]=[CH:33][O:32][C:23]=3[CH:24]=[N:25]2)=[CH:20][CH:19]=1)(=[O:16])=[O:15])[CH3:36], predict the reactants needed to synthesize it. The reactants are: [CH2:1]([N:3]([CH2:35][CH3:36])[CH2:4][CH2:5][CH2:6][C:7]1[CH:12]=[C:11]([F:13])[CH:10]=[CH:9][C:8]=1[S:14]([NH:17][C:18]1[C:27]([C:28]([O:30]C)=[O:29])=[C:26]2[C:21]([C:22]3[CH:34]=[CH:33][O:32][C:23]=3[CH:24]=[N:25]2)=[CH:20][CH:19]=1)(=[O:16])=[O:15])[CH3:2].O.[OH-].[Li+].[Cl-].[NH4+]. (9) Given the product [C:24]([N:27]1[CH2:32][CH2:31][N:30]([C:14]2[CH:15]=[C:16]3[C:11]([C:10](=[O:19])[C:9]([C:20]#[N:21])=[CH:8][N:7]3[CH2:6][C:5]3[CH:22]=[CH:23][C:2]([Cl:1])=[CH:3][CH:4]=3)=[CH:12][C:13]=2[F:18])[CH2:29][CH2:28]1)(=[O:26])[CH3:25], predict the reactants needed to synthesize it. The reactants are: [Cl:1][C:2]1[CH:23]=[CH:22][C:5]([CH2:6][N:7]2[C:16]3[C:11](=[CH:12][C:13]([F:18])=[C:14](F)[CH:15]=3)[C:10](=[O:19])[C:9]([C:20]#[N:21])=[CH:8]2)=[CH:4][CH:3]=1.[C:24]([N:27]1[CH2:32][CH2:31][NH:30][CH2:29][CH2:28]1)(=[O:26])[CH3:25].